From a dataset of Catalyst prediction with 721,799 reactions and 888 catalyst types from USPTO. Predict which catalyst facilitates the given reaction. (1) Reactant: N1C=CC=CC=1.[CH3:7][S:8](Cl)(=[O:10])=[O:9].CN(C1C=CC=CN=1)C.[NH2:21][C:22]1[C:39]([OH:40])=[CH:38][C:25]2[CH2:26][CH2:27][N:28]([C:31]([O:33][C:34]([CH3:37])([CH3:36])[CH3:35])=[O:32])[CH2:29][CH2:30][C:24]=2[CH:23]=1. Product: [OH:40][C:39]1[C:22]([NH:21][S:8]([CH3:7])(=[O:10])=[O:9])=[CH:23][C:24]2[CH2:30][CH2:29][N:28]([C:31]([O:33][C:34]([CH3:36])([CH3:37])[CH3:35])=[O:32])[CH2:27][CH2:26][C:25]=2[CH:38]=1. The catalyst class is: 2. (2) Reactant: [F:1][C:2]1[CH:7]=[CH:6][C:5]([C:8]2[N:9]=[N:10][N:11]([CH2:13][Si](C)(C)C)[CH:12]=2)=[CH:4][CH:3]=1.O.[F-].C([N+](CCCC)(CCCC)CCCC)CCC. Product: [F:1][C:2]1[CH:3]=[CH:4][C:5]([C:8]2[N:9]=[N:10][N:11]([CH3:13])[CH:12]=2)=[CH:6][CH:7]=1. The catalyst class is: 1. (3) Reactant: [Cl:1][C:2]1[CH:3]=[C:4]([CH:18]=[CH:19][C:20]=1[O:21][CH3:22])[CH2:5][NH:6][C:7]1[C:12]([C:13]([OH:15])=O)=[CH:11][N:10]=[C:9]([S:16][CH3:17])[N:8]=1.[N:23]1[CH:28]=[CH:27][CH:26]=[N:25][C:24]=1[CH2:29][NH2:30].CN(C(ON1N=NC2C=CC=NC1=2)=[N+](C)C)C.F[P-](F)(F)(F)(F)F.CCN(C(C)C)C(C)C. Product: [Cl:1][C:2]1[CH:3]=[C:4]([CH:18]=[CH:19][C:20]=1[O:21][CH3:22])[CH2:5][NH:6][C:7]1[C:12]([C:13]([NH:30][CH2:29][C:24]2[N:25]=[CH:26][CH:27]=[CH:28][N:23]=2)=[O:15])=[CH:11][N:10]=[C:9]([S:16][CH3:17])[N:8]=1. The catalyst class is: 3. (4) Reactant: [C:1]1([C:7]2[CH:8]=[C:9]3[C:13](=[CH:14][CH:15]=2)[NH:12][C:11](=[O:16])[CH2:10]3)[CH:6]=[CH:5][CH:4]=[CH:3][CH:2]=1.[OH:17][CH2:18][CH2:19][CH2:20][C:21]1[C:22]2[CH2:32][CH2:31][CH2:30][CH2:29][CH2:28][C:23]=2[NH:24][C:25]=1[CH:26]=O.N1CCCCC1. Product: [OH:17][CH2:18][CH2:19][CH2:20][C:21]1[C:22]2[CH2:32][CH2:31][CH2:30][CH2:29][CH2:28][C:23]=2[NH:24][C:25]=1/[CH:26]=[C:10]1\[C:11](=[O:16])[NH:12][C:13]2[C:9]\1=[CH:8][C:7]([C:1]1[CH:2]=[CH:3][CH:4]=[CH:5][CH:6]=1)=[CH:15][CH:14]=2. The catalyst class is: 8.